The task is: Predict the product of the given reaction.. This data is from Forward reaction prediction with 1.9M reactions from USPTO patents (1976-2016). (1) Given the reactants [CH2:1]([O:5][C:6]1[N:14]=[C:13]2[C:9]([NH:10][C:11](=[O:28])[N:12]2[CH2:15][CH2:16][O:17][C:18]2[CH:23]=[CH:22][CH:21]=[C:20]([C:24]([O:26]C)=[O:25])[CH:19]=2)=[C:8]([NH2:29])[N:7]=1)[CH2:2][CH2:3][CH3:4].CO.[OH-].[K+].Cl, predict the reaction product. The product is: [CH2:1]([O:5][C:6]1[N:14]=[C:13]2[C:9]([NH:10][C:11](=[O:28])[N:12]2[CH2:15][CH2:16][O:17][C:18]2[CH:23]=[CH:22][CH:21]=[C:20]([C:24]([OH:26])=[O:25])[CH:19]=2)=[C:8]([NH2:29])[N:7]=1)[CH2:2][CH2:3][CH3:4]. (2) Given the reactants [CH3:1][CH:2]([N:4]1[C:12]2[CH:11]=[C:10]([N+:13]([O-])=O)[CH:9]=[C:8]([C:16]([O:18][CH3:19])=[O:17])[C:7]=2[CH:6]=[N:5]1)[CH3:3], predict the reaction product. The product is: [NH2:13][C:10]1[CH:9]=[C:8]([C:16]([O:18][CH3:19])=[O:17])[C:7]2[CH:6]=[N:5][N:4]([CH:2]([CH3:1])[CH3:3])[C:12]=2[CH:11]=1.